The task is: Predict the product of the given reaction.. This data is from Forward reaction prediction with 1.9M reactions from USPTO patents (1976-2016). The product is: [ClH:37].[ClH:1].[NH:2]1[C:6]2=[N:7][CH:8]=[CH:9][C:10]([O:11][C:12]3[CH:17]=[CH:16][C:15]([NH:18][C:38]4[N:47]=[CH:46][C:45]([Cl:1])=[CH:44][C:39]=4[C:40]([NH:42][CH3:43])=[O:41])=[CH:14][C:13]=3[F:36])=[C:5]2[CH:4]=[CH:3]1. Given the reactants [ClH:1].[NH:2]1[C:6]2=[N:7][CH:8]=[CH:9][C:10]([O:11][C:12]3[CH:17]=[CH:16][C:15]([NH:18]C4C(C(NC5C=CC(F)=CC=5F)=O)=CN=CC=4)=[CH:14][C:13]=3[F:36])=[C:5]2[CH:4]=[CH:3]1.[Cl:37][C:38]1[N:47]=[CH:46][CH:45]=[CH:44][C:39]=1[C:40]([NH:42][CH3:43])=[O:41].Cl.O1CCOCC1.C([O-])(O)=O.[Na+], predict the reaction product.